From a dataset of Full USPTO retrosynthesis dataset with 1.9M reactions from patents (1976-2016). Predict the reactants needed to synthesize the given product. (1) Given the product [N:13]1([CH2:19][C:20]2[CH:34]=[CH:33][C:23]3[NH:24][C:25]([C:27]4[C:31]([NH:32][C:10]([C:9]5[N:8]6[C:4]([S:5][CH:6]=[CH:7]6)=[N:3][C:2]=5[CH3:1])=[O:12])=[CH:30][NH:29][N:28]=4)=[N:26][C:22]=3[CH:21]=2)[CH2:18][CH2:17][O:16][CH2:15][CH2:14]1, predict the reactants needed to synthesize it. The reactants are: [CH3:1][C:2]1[N:3]=[C:4]2[N:8]([C:9]=1[C:10]([OH:12])=O)[CH:7]=[CH:6][S:5]2.[N:13]1([CH2:19][C:20]2[CH:34]=[CH:33][C:23]3[NH:24][C:25]([C:27]4[C:31]([NH2:32])=[CH:30][NH:29][N:28]=4)=[N:26][C:22]=3[CH:21]=2)[CH2:18][CH2:17][O:16][CH2:15][CH2:14]1.C(Cl)CCl.C1C=NC2N(O)N=NC=2C=1. (2) Given the product [F:1][C:2]1[CH:3]=[C:4]([CH:5]=[C:6]([F:8])[CH:7]=1)[CH2:9][O:10][C:24]1[CH:25]=[C:26]2[NH:18][C@@H:19]([CH3:29])[CH2:20][N:21]2[C:22](=[O:28])[N:23]=1, predict the reactants needed to synthesize it. The reactants are: [F:1][C:2]1[CH:3]=[C:4]([CH2:9][OH:10])[CH:5]=[C:6]([F:8])[CH:7]=1.C(OC([N:18]1[C:26]2[N:21]([C:22](=[O:28])[N:23]=[C:24](Cl)[CH:25]=2)[CH2:20][C@@H:19]1[CH3:29])=O)(C)(C)C.